This data is from Reaction yield outcomes from USPTO patents with 853,638 reactions. The task is: Predict the reaction yield, written as a fraction of the theoretical maximum amount of product (1.0 means a 100% yield; for example, 0.34 means a 34% yield). The reactants are [CH3:1][C:2]1[C:6]2[C:7](=[O:19])[N:8]([CH2:12][CH2:13][N:14]3[CH2:18][CH2:17][CH2:16][CH2:15]3)[CH2:9][CH2:10][CH2:11][C:5]=2[NH:4][C:3]=1[CH:20]=O.[F:22][C:23]1[CH:24]=[C:25]2[C:29](=[CH:30][C:31]=1[NH:32][C:33](=[O:36])[CH2:34][OH:35])[NH:28][C:27](=[O:37])[CH2:26]2. No catalyst specified. The product is [F:22][C:23]1[CH:24]=[C:25]2[C:29](=[CH:30][C:31]=1[NH:32][C:33](=[O:36])[CH2:34][OH:35])[NH:28][C:27](=[O:37])/[C:26]/2=[CH:20]\[C:3]1[NH:4][C:5]2[CH2:11][CH2:10][CH2:9][N:8]([CH2:12][CH2:13][N:14]3[CH2:15][CH2:16][CH2:17][CH2:18]3)[C:7](=[O:19])[C:6]=2[C:2]=1[CH3:1]. The yield is 0.760.